From a dataset of Forward reaction prediction with 1.9M reactions from USPTO patents (1976-2016). Predict the product of the given reaction. (1) Given the reactants [Cl:1][C:2]1[CH:7]=[CH:6][C:5]([N:8]([CH2:10][C:11]([N:13]([CH2:15][CH2:16][CH:17]([CH3:19])[CH3:18])[CH3:14])=[O:12])N)=[CH:4][CH:3]=1.CO[CH:22](OC)[CH2:23][CH2:24][CH2:25][NH:26][CH3:27], predict the reaction product. The product is: [Cl:1][C:2]1[CH:7]=[C:6]2[C:5](=[CH:4][CH:3]=1)[N:8]([CH2:10][C:11]([N:13]([CH2:15][CH2:16][CH:17]([CH3:19])[CH3:18])[CH3:14])=[O:12])[CH:22]=[C:23]2[CH2:24][CH2:25][NH:26][CH3:27]. (2) The product is: [Cl:1][C:2]1[CH:7]=[CH:6][C:5]([N:8]2[CH2:9][CH2:10][N:11]([C:14](=[O:36])[CH2:15][N:16]3[C:20]4[CH:21]=[CH:22][C:23]([O:25][CH2:26][CH2:27][OH:28])=[CH:24][C:19]=4[O:18][C:17]3=[O:35])[CH2:12][CH2:13]2)=[CH:4][C:3]=1[O:37][CH3:38]. Given the reactants [Cl:1][C:2]1[CH:7]=[CH:6][C:5]([N:8]2[CH2:13][CH2:12][N:11]([C:14](=[O:36])[CH2:15][N:16]3[C:20]4[CH:21]=[CH:22][C:23]([O:25][CH2:26][CH2:27][O:28]C5CCCCO5)=[CH:24][C:19]=4[O:18][C:17]3=[O:35])[CH2:10][CH2:9]2)=[CH:4][C:3]=1[O:37][CH3:38].C(O)(C(F)(F)F)=O, predict the reaction product. (3) Given the reactants C(O[C:6](=O)[N:7]([C@H:9]([C:11](=[O:48])[NH:12][C@@H:13]1[C:19](=[O:20])[N:18]([CH2:21][CH2:22][C:23]2[C:32]3[C:27](=[CH:28][CH:29]=[CH:30][CH:31]=3)[CH:26]=[CH:25][CH:24]=2)[C:17]2[CH:33]=[CH:34][CH:35]=[CH:36][C:16]=2[N:15]([C:37](=[O:47])[C:38]2[CH:43]=[CH:42][C:41]([C:44](=[O:46])[CH3:45])=[CH:40][CH:39]=2)[CH2:14]1)[CH3:10])C)(C)(C)C, predict the reaction product. The product is: [C:44]([C:41]1[CH:40]=[CH:39][C:38]([C:37]([N:15]2[CH2:14][C@H:13]([NH:12][C:11](=[O:48])[C@@H:9]([NH:7][CH3:6])[CH3:10])[C:19](=[O:20])[N:18]([CH2:21][CH2:22][C:23]3[C:32]4[C:27](=[CH:28][CH:29]=[CH:30][CH:31]=4)[CH:26]=[CH:25][CH:24]=3)[C:17]3[CH:33]=[CH:34][CH:35]=[CH:36][C:16]2=3)=[O:47])=[CH:43][CH:42]=1)(=[O:46])[CH3:45]. (4) Given the reactants [Br:1][C:2]1[C:3]([OH:13])=[C:4]([CH:7]=[C:8]([N+:10]([O-:12])=[O:11])[CH:9]=1)[CH:5]=[O:6].I[CH3:15], predict the reaction product. The product is: [Br:1][C:2]1[C:3]([O:13][CH3:15])=[C:4]([CH:7]=[C:8]([N+:10]([O-:12])=[O:11])[CH:9]=1)[CH:5]=[O:6]. (5) Given the reactants C(=O)([O-])[O-].[Cs+].[Cs+].[NH:7]1[C:17]2[C:12](=[CH:13][CH:14]=[CH:15][CH:16]=2)[C:10](=[O:11])[C:8]1=[O:9].Br[CH2:19][C:20]1[O:21][C:22]([C:25]([F:28])([F:27])[F:26])=[CH:23][CH:24]=1, predict the reaction product. The product is: [F:26][C:25]([F:28])([F:27])[C:22]1[O:21][C:20]([CH2:19][N:7]2[C:17]3[C:12](=[CH:13][CH:14]=[CH:15][CH:16]=3)[C:10](=[O:11])[C:8]2=[O:9])=[CH:24][CH:23]=1. (6) Given the reactants [CH3:1][C:2]1([C:21]([O:23]CC)=[O:22])[CH2:7][CH2:6][CH:5]([S:8]([C:11]2[CH:16]=[CH:15][CH:14]=[C:13]([C:17]([F:20])([F:19])[F:18])[CH:12]=2)(=[O:10])=[O:9])[CH2:4][CH2:3]1.O[Li].O, predict the reaction product. The product is: [CH3:1][C:2]1([C:21]([OH:23])=[O:22])[CH2:7][CH2:6][CH:5]([S:8]([C:11]2[CH:16]=[CH:15][CH:14]=[C:13]([C:17]([F:18])([F:19])[F:20])[CH:12]=2)(=[O:9])=[O:10])[CH2:4][CH2:3]1. (7) Given the reactants Cl.[O:2]=[S:3]1(=[O:8])[CH2:6][CH:5]([NH2:7])[CH2:4]1.OC1C=CC2NN=NC=2N=1.C(N=C=NCCCN(C)C)C.[Cl:30][C:31]1[CH:32]=[C:33]([C@@:39]2([C:54]([F:57])([F:56])[F:55])[O:43][N:42]=[C:41]([C:44]3[CH:52]=[CH:51][C:47]([C:48](O)=[O:49])=[C:46]([CH3:53])[CH:45]=3)[CH2:40]2)[CH:34]=[C:35]([Cl:38])[C:36]=1[F:37], predict the reaction product. The product is: [Cl:30][C:31]1[CH:32]=[C:33]([C@@:39]2([C:54]([F:56])([F:57])[F:55])[O:43][N:42]=[C:41]([C:44]3[CH:52]=[CH:51][C:47]([C:48]([NH:7][CH:5]4[CH2:6][S:3](=[O:8])(=[O:2])[CH2:4]4)=[O:49])=[C:46]([CH3:53])[CH:45]=3)[CH2:40]2)[CH:34]=[C:35]([Cl:38])[C:36]=1[F:37]. (8) Given the reactants [O:1]1[CH:5]=[CH:4][CH:3]=[C:2]1[C:6]1[N:7]=[C:8]([C:11]([NH:13][CH:14]2[CH2:19][CH2:18][CH2:17][CH2:16][C:15]2=O)=O)[S:9][CH:10]=1.FC(F)(F)C([O-])=O.[NH4+:28].O, predict the reaction product. The product is: [O:1]1[CH:5]=[CH:4][CH:3]=[C:2]1[C:6]1[N:7]=[C:8]([C:11]2[NH:28][C:15]3[CH2:16][CH2:17][CH2:18][CH2:19][C:14]=3[N:13]=2)[S:9][CH:10]=1.